This data is from Catalyst prediction with 721,799 reactions and 888 catalyst types from USPTO. The task is: Predict which catalyst facilitates the given reaction. (1) Reactant: C([O-])(=O)C.[Na+].Cl.[NH2:7][CH2:8][C:9](=O)[CH2:10][CH3:11].F[B-](F)(F)F.[NH:18]=[C:19](SC)[C:20]([O:22][CH2:23][CH3:24])=[O:21]. Product: [CH2:10]([C:9]1[NH:18][C:19]([C:20]([O:22][CH2:23][CH3:24])=[O:21])=[N:7][CH:8]=1)[CH3:11]. The catalyst class is: 15. (2) Reactant: [CH3:1][O:2][C:3]1[CH:4]=[C:5]2[C:10](=[CH:11][C:12]=1[O:13][CH3:14])[N:9]=[CH:8][CH:7]=[C:6]2[CH2:15]O.S(Cl)([Cl:19])=O. Product: [ClH:19].[Cl:19][CH2:15][C:6]1[C:5]2[C:10](=[CH:11][C:12]([O:13][CH3:14])=[C:3]([O:2][CH3:1])[CH:4]=2)[N:9]=[CH:8][CH:7]=1. The catalyst class is: 48. (3) Reactant: [CH3:1][N:2]1[C:11]2[C:6](=[CH:7][C:8]([CH3:12])=[CH:9][CH:10]=2)[N:5]([CH3:13])[C:4](=[O:14])[C:3]1=[O:15].[Br:16]Br.O.[OH-].[Na+]. Product: [Br:16][C:9]1[CH:10]=[C:11]2[C:6](=[CH:7][C:8]=1[CH3:12])[N:5]([CH3:13])[C:4](=[O:14])[C:3](=[O:15])[N:2]2[CH3:1]. The catalyst class is: 15. (4) Reactant: C[N:2]([C:11]([O:13][CH2:14][CH:15]1[C:27]2[CH:26]=[CH:25][CH:24]=[CH:23][C:22]=2[C:21]2[C:16]1=[CH:17][CH:18]=[CH:19][CH:20]=2)=[O:12])[C@H:3]([C:8](Cl)=[O:9])[CH2:4][C:5](=[O:7])[OH:6].[NH2:28][C:29]1[CH:34]=[CH:33][C:32]([O:35][CH3:36])=[CH:31][C:30]=1[C:37]([C:39]1[CH:44]=[CH:43][C:42]([Cl:45])=[CH:41][CH:40]=1)=[O:38].[C:46](#N)C. Product: [Cl:45][C:42]1[CH:43]=[CH:44][C:39]([C:37]([C:30]2[CH:31]=[C:32]([O:35][CH3:36])[CH:33]=[CH:34][C:29]=2[NH:28][C:8](=[O:9])[C@H:3]([CH2:4][C:5]([O:6][CH3:46])=[O:7])[NH:2][C:11]([O:13][CH2:14][CH:15]2[C:16]3[CH:17]=[CH:18][CH:19]=[CH:20][C:21]=3[C:22]3[C:27]2=[CH:26][CH:25]=[CH:24][CH:23]=3)=[O:12])=[O:38])=[CH:40][CH:41]=1. The catalyst class is: 22. (5) Reactant: [CH3:1][C:2]1[N:3]=[C:4]([NH:20][C:21](N2C=CN=C2)=[O:22])[S:5][C:6]=1[C:7]1[N:8]=[C:9]([C:12]([N:14]2[CH2:19][CH2:18][O:17][CH2:16][CH2:15]2)=[O:13])[S:10][CH:11]=1.C(O)(=O)C.[CH3:32][N:33]([CH3:38])[C:34](=[O:37])[CH2:35][NH2:36].C(N(CC)CC)C. Product: [CH3:32][N:33]([CH3:38])[C:34](=[O:37])[CH2:35][NH:36][C:21]([NH:20][C:4]1[S:5][C:6]([C:7]2[N:8]=[C:9]([C:12]([N:14]3[CH2:15][CH2:16][O:17][CH2:18][CH2:19]3)=[O:13])[S:10][CH:11]=2)=[C:2]([CH3:1])[N:3]=1)=[O:22]. The catalyst class is: 3. (6) Reactant: [CH3:1][O:2][C:3]1[CH:8]=[CH:7][C:6]([NH2:9])=[CH:5][CH:4]=1.C(N(CC)CC)C.Cl[S:18]([C:21]1[CH:30]=[CH:29][C:24]([C:25]([O:27][CH3:28])=[O:26])=[CH:23][CH:22]=1)(=[O:20])=[O:19]. Product: [CH3:1][O:2][C:3]1[CH:8]=[CH:7][C:6]([NH:9][S:18]([C:21]2[CH:22]=[CH:23][C:24]([C:25]([O:27][CH3:28])=[O:26])=[CH:29][CH:30]=2)(=[O:20])=[O:19])=[CH:5][CH:4]=1. The catalyst class is: 4. (7) Reactant: [F:1][C:2]1[CH:7]=[CH:6][CH:5]=[CH:4][C:3]=1[CH2:8][CH2:9][CH2:10][C:11](=[O:13])[CH3:12].[C:14](OCC)(=[O:20])[C:15]([O:17][CH2:18][CH3:19])=[O:16].[O-]CC.[Na+]. Product: [F:1][C:2]1[CH:7]=[CH:6][CH:5]=[CH:4][C:3]=1[CH2:8][CH2:9][CH2:10][C:11](=[O:13])[CH2:12][C:14](=[O:20])[C:15]([O:17][CH2:18][CH3:19])=[O:16]. The catalyst class is: 8. (8) Reactant: C(=O)([O-])[O-].[Na+].[Na+].[CH3:7][C:8]1[CH:13]=[CH:12][C:11]([S:14]([O:17][C@H:18]2[CH2:22][NH:21][C@@H:20]3[C@@H:23]([OH:26])[CH2:24][O:25][C@H:19]23)(=[O:16])=[O:15])=[CH:10][CH:9]=1.[C:27](O[C:27]([O:29][C:30]([CH3:33])([CH3:32])[CH3:31])=[O:28])([O:29][C:30]([CH3:33])([CH3:32])[CH3:31])=[O:28]. Product: [OH:26][C@@H:23]1[C@H:20]2[N:21]([C:27]([O:29][C:30]([CH3:33])([CH3:32])[CH3:31])=[O:28])[CH2:22][C@H:18]([O:17][S:14]([C:11]3[CH:12]=[CH:13][C:8]([CH3:7])=[CH:9][CH:10]=3)(=[O:16])=[O:15])[C@H:19]2[O:25][CH2:24]1. The catalyst class is: 127. (9) Reactant: [O:1]([C:8]1[CH:14]=[CH:13][C:11]([NH2:12])=[CH:10][CH:9]=1)[C:2]1[CH:7]=[CH:6][CH:5]=[CH:4][CH:3]=1.C(N(CC)CC)C.[C:22](OC(=O)C)(=[O:24])[CH3:23]. Product: [O:1]([C:8]1[CH:9]=[CH:10][C:11]([NH:12][C:22](=[O:24])[CH3:23])=[CH:13][CH:14]=1)[C:2]1[CH:3]=[CH:4][CH:5]=[CH:6][CH:7]=1. The catalyst class is: 4.